This data is from Experimentally validated miRNA-target interactions with 360,000+ pairs, plus equal number of negative samples. The task is: Binary Classification. Given a miRNA mature sequence and a target amino acid sequence, predict their likelihood of interaction. (1) The miRNA is hsa-let-7b-5p with sequence UGAGGUAGUAGGUUGUGUGGUU. The protein sequence of the target gene is MARSPGRAYALLLLLICFNVGSGLHLQVLSTRNENKLLPKHPHLVRQKRAWITAPVALREGEDLSKKNPIAKIHSDLAEERGLKITYKYTGKGITEPPFGIFVFNKDTGELNVTSILDREETPFFLLTGYALDARGNNVEKPLELRIKVLDINDNEPVFTQDVFVGSVEELSAAHTLVMKINATDADEPNTLNSKISYRIVSLEPAYPPVFYLNKDTGEIYTTSVTLDREEHSSYTLTVEARDGNGEVTDKPVKQAQVQIRILDVNDNIPVVENKVLEGMVEENQVNVEVTRIKVFDADE.... Result: 1 (interaction). (2) The miRNA is hsa-miR-486-5p with sequence UCCUGUACUGAGCUGCCCCGAG. The protein sequence of the target gene is MAASLVGKKIVFVTGNAKKLEEVIQILGDNFPCTLEAQKIDLPEYQGEPDEISIQKCREAARQVQGPVLVEDTCLCFNALGGLPGPYIKWFLQKLKPEGLHQLLAGFEDKSAYALCTFALSTGDPSQPVLLFRGQTSGQIVMPRGSRDFGWDPCFQPDGYEQTYAEMPKSEKNTISHRFRALHKLQEYFSVAAGAGDH. Result: 0 (no interaction). (3) The miRNA is hsa-miR-1264 with sequence CAAGUCUUAUUUGAGCACCUGUU. The protein sequence of the target gene is MAAVAARAGGLLWLRAAGAERRRCGLRCAALVQGFLQPGGEDTAQKRRVAHFTFHPDPESLQYGQTQKMNLFQSITSALDNSLAKDPTAVIFGEDVAFGGVFRCTVGLRDKYGKDRVFNTPLCEQGIVGFGIGIAVTGATAIAEIQFADYIFPAFDQIVNEAAKYRYRSGDLFNCGSLTIRAPWGCVGHGALYHSQSPEAFFAHCPGIKVVIPRSPFQAKGLLLSCIEDKNPCIFFEPKILYRAAVEQVPVEPYKIPLSQAEVIQEGSDVTLVAWGTQVHVIREVASMAQEKLGVSCEVI.... Result: 0 (no interaction). (4) The miRNA is mmu-miR-698-3p with sequence CAUUCUCGUUUCCUUCCCU. Result: 0 (no interaction). The protein sequence of the target gene is MAALTAEHFAALQSLLKASSKDVVRQLCQESFSSSALGLKKLLDVTCSSLSVTQEEAEELLQALHRLTRLVAFRDLSSAEAILALFPENFHQNLKNLLTKIILEHVSTWRTEAQANQISLPRLVDLDWRVDIKTSSDSISRMAVPTCLLQMKIQEDPSLCGDKPSISAVTVELSKETLDTMLDGLGRIRDQLSAVASK. (5) The miRNA is hsa-miR-874-5p with sequence CGGCCCCACGCACCAGGGUAAGA. The protein sequence of the target gene is MAGGMSAECPEPGPGGLQGQSPGPGRQCPPPITPTSWSLPPWRAYVAAAVLCYINLLNYMNWFIIAGVLLDIQEVFQISDNHAGLLQTVFVSCLLLSAPVFGYLGDRHSRKATMSFGILLWSGAGLSSSFISPRYSWLFFLSRGIVGTGSASYSTIAPTVLGDLFVRDQRTRVLAVFYIFIPVGSGLGYVLGSAVTMLTGNWRWALRVMPCLEAVALILLILLVPDPPRGAAETQGEGAVGGFRSSWCEDVRYLGKNWSFVWSTLGVTAMAFVTGALGFWAPKFLLEARVVHGLQPPCFQ.... Result: 0 (no interaction). (6) The miRNA is hsa-miR-19a-3p with sequence UGUGCAAAUCUAUGCAAAACUGA. The protein sequence of the target gene is MSAEEMVQIRLEDRCYPVSKRKLIEQSDYFRALYRSGMREALSQEAGGPEVQQLRGLSAPGLRLVLDFINAGGAREGWLLGPRGEKGGGVDEDEEMDEVSLLSELVEAASFLQVTSLLQLLLSQVRLNNCLEMYRLAQVYGLPDLQEACLRFMVVHFHEVLCKPQFHLLGSPPQAPGDVSLKQRLREARMTGTPVLVALGDFLGGPLAPHPYQGEPPSMLRYEEMTERWFPLANNLPPDLVNVRGYGSAILDNYLFIVGGYRITSQEISAAHSYNPSTNEWLQVASMNQKRSNFKLVAVN.... Result: 1 (interaction). (7) The miRNA is hsa-miR-4733-5p with sequence AAUCCCAAUGCUAGACCCGGUG. The protein sequence of the target gene is MSGHRSTRKRCGDSHPESPVGFGHMSTTGCVLNKLFQLPTPPLSRHQLKRLEEHRYQSAGRSLLEPLMQGYWEWLVRRVPSWIAPNLITIIGLSINICTTILLVFYCPTATEQAPLWAYIACACGLFIYQSLDAIDGKQARRTNSSSPLGELFDHGCDSLSTVFVVLGTCIAVQLGTNPDWMFFCCFAGTFMFYCAHWQTYVSGTLRFGIIDVTEVQIFIIIMHLLAVIGGPPFWQSMIPVLNIQMKIFPALCTVAGTIFSCTNYFRVIFTGGVGKNGSTIAGTSVLSPFLHIGSVITLA.... Result: 0 (no interaction).